Dataset: Forward reaction prediction with 1.9M reactions from USPTO patents (1976-2016). Task: Predict the product of the given reaction. (1) The product is: [C@@H:6]1([O:24][C:25]2[C:29]([CH2:30][C:31]3[CH:36]=[CH:35][C:34]([O:37][CH2:38][CH2:39][C:40](=[O:41])[NH:46][C:47]([C:48]([N:50]4[CH2:55][CH2:54][N:53]([CH3:56])[CH2:52][CH2:51]4)=[O:49])([CH3:58])[CH3:57])=[CH:33][CH:32]=3)=[C:28]([CH:43]([CH3:45])[CH3:44])[NH:27][N:26]=2)[O:7][C@H:8]([CH2:19][OH:20])[C@@H:9]([OH:15])[C@H:10]([OH:11])[C@H:5]1[OH:4]. Given the reactants C([O:4][C@@H:5]1[C@@H:10]([O:11]C(=O)C)[C@H:9]([O:15]C(=O)C)[C@@H:8]([CH2:19][O:20]C(=O)C)[O:7][C@H:6]1[O:24][C:25]1[C:29]([CH2:30][C:31]2[CH:36]=[CH:35][C:34]([O:37][CH2:38][CH2:39][C:40](O)=[O:41])=[CH:33][CH:32]=2)=[C:28]([CH:43]([CH3:45])[CH3:44])[NH:27][N:26]=1)(=O)C.[NH2:46][C:47]([CH3:58])([CH3:57])[C:48]([N:50]1[CH2:55][CH2:54][N:53]([CH3:56])[CH2:52][CH2:51]1)=[O:49].NC(C)(C)C(N)=O, predict the reaction product. (2) Given the reactants [Cl:1][C:2]1[CH:27]=[CH:26][C:5]([O:6][CH2:7][C@H:8]([O:21]S(C)(=O)=O)[CH2:9][N:10]2[C:14](=[O:15])[C:13]3=[CH:16][CH:17]=[CH:18][CH:19]=[C:12]3[C:11]2=[O:20])=[C:4](OC(=O)C)[CH:3]=1.C(=O)([O-])[O-].[Na+].[Na+].CO, predict the reaction product. The product is: [Cl:1][C:2]1[CH:27]=[CH:26][C:5]2[O:6][CH2:7][C@H:8]([CH2:9][N:10]3[C:14](=[O:15])[C:13]4=[CH:16][CH:17]=[CH:18][CH:19]=[C:12]4[C:11]3=[O:20])[O:21][C:4]=2[CH:3]=1. (3) The product is: [CH3:7][O:8][C:9]1[N:14]=[C:13]([O:15][CH3:16])[C:12]([C:2]2[S:3][CH:4]=[CH:5][N:6]=2)=[CH:11][N:10]=1. Given the reactants Br[C:2]1[S:3][CH:4]=[CH:5][N:6]=1.[CH3:7][O:8][C:9]1[N:14]=[C:13]([O:15][CH3:16])[C:12](B(O)O)=[CH:11][N:10]=1.C([O-])(O)=O.[Na+], predict the reaction product. (4) Given the reactants C([O:8][C:9](=[O:33])[C@@H:10]1[CH2:14][CH2:13][CH2:12][N:11]1[C:15](=[O:32])[CH:16]([CH2:28][CH:29]([CH3:31])[CH3:30])[NH:17][S:18]([CH2:21][C:22]1[CH:27]=[CH:26][CH:25]=[CH:24][CH:23]=1)(=[O:20])=[O:19])C1C=CC=CC=1.[H][H], predict the reaction product. The product is: [CH2:21]([S:18]([NH:17][CH:16]([C:15]([N:11]1[CH2:12][CH2:13][CH2:14][C@H:10]1[C:9]([OH:33])=[O:8])=[O:32])[CH2:28][CH:29]([CH3:31])[CH3:30])(=[O:20])=[O:19])[C:22]1[CH:23]=[CH:24][CH:25]=[CH:26][CH:27]=1. (5) The product is: [CH3:21][C:2]([CH3:1])([CH3:22])[C:3](=[O:20])[CH2:4][NH:5][C:6]1[N:10]([C:11]2[CH:12]=[CH:13][CH:14]=[CH:15][CH:16]=2)[N:9]=[C:8]([C:17]([NH:23][C@H:24]([C:29]2[CH:34]=[CH:33][CH:32]=[CH:31][C:30]=2[CH3:35])[CH2:25][C:26]([OH:28])=[O:27])=[O:19])[CH:7]=1. Given the reactants [CH3:1][C:2]([CH3:22])([CH3:21])[C:3](=[O:20])[CH2:4][NH:5][C:6]1[N:10]([C:11]2[CH:16]=[CH:15][CH:14]=[CH:13][CH:12]=2)[N:9]=[C:8]([C:17]([OH:19])=O)[CH:7]=1.[NH2:23][C@H:24]([C:29]1[CH:34]=[CH:33][CH:32]=[CH:31][C:30]=1[CH3:35])[CH2:25][C:26]([OH:28])=[O:27], predict the reaction product. (6) The product is: [CH2:12]([C@H:14]1[C@@H:18]([C:19]2[N:23]3[C:24]4[CH:30]=[CH:29][N:28]([S:31]([C:34]5[CH:35]=[CH:36][C:37]([CH3:38])=[CH:39][CH:40]=5)(=[O:33])=[O:32])[C:25]=4[N:26]=[CH:27][C:22]3=[N:21][N:20]=2)[CH2:17][C@@H:16]([NH:41][S:2]([N:5]2[CH2:9][CH2:8][O:7][C:6]2=[O:11])(=[O:4])=[O:3])[CH2:15]1)[CH3:13]. Given the reactants Cl[S:2]([NH:5][C:6](=[O:11])[O:7][CH2:8][CH2:9]Cl)(=[O:4])=[O:3].[CH2:12]([C@H:14]1[C@@H:18]([C:19]2[N:23]3[C:24]4[CH:30]=[CH:29][N:28]([S:31]([C:34]5[CH:40]=[CH:39][C:37]([CH3:38])=[CH:36][CH:35]=5)(=[O:33])=[O:32])[C:25]=4[N:26]=[CH:27][C:22]3=[N:21][N:20]=2)[CH2:17][C@@H:16]([NH2:41])[CH2:15]1)[CH3:13], predict the reaction product.